Dataset: Forward reaction prediction with 1.9M reactions from USPTO patents (1976-2016). Task: Predict the product of the given reaction. (1) The product is: [CH3:20][C:18]1([CH3:21])[C:17](=[O:22])[C:16]([C:23]2[CH:28]=[CH:27][N:26]=[CH:25][CH:24]=2)=[CH:15][O:19]1. Given the reactants C(OC1C=CC([C:15]2[O:19][C:18]([CH3:21])([CH3:20])[C:17](=[O:22])[C:16]=2[C:23]2[CH:28]=[CH:27][N:26]=[CH:25][CH:24]=2)=CC=1)C1C=CC=CC=1, predict the reaction product. (2) Given the reactants [CH:1]12CC(C[CH2:6]1)[CH:3]=[CH:2]2.[C:8]([O:11]CC)(=[O:10])[CH3:9].I([O-])(=O)(=O)=O.[Na+].[C:20](=[O:22])=[O:21], predict the reaction product. The product is: [CH:9]1([C:8]([OH:11])=[O:10])[CH2:3][CH2:2][CH:1]([C:20]([OH:22])=[O:21])[CH2:6]1. (3) The product is: [CH3:1][O:2][C:3]1[CH:39]=[N:38][C:6]2[N:7]([C:20]([NH:22][CH:23]([C:27]3[CH:32]=[CH:31][C:30]([O:33][C:34]([F:37])([F:35])[F:36])=[CH:29][CH:28]=3)[CH2:24][O:25][CH3:26])=[O:21])[CH2:8][C:9](=[O:19])[NH:10][C:5]=2[CH:4]=1. Given the reactants [CH3:1][O:2][C:3]1[CH:39]=[N:38][C:6]2[N:7]([C:20]([NH:22][CH:23]([C:27]3[CH:32]=[CH:31][C:30]([O:33][C:34]([F:37])([F:36])[F:35])=[CH:29][CH:28]=3)[CH2:24][O:25][CH3:26])=[O:21])[CH2:8][C:9](=[O:19])[N:10](COCC[Si](C)(C)C)[C:5]=2[CH:4]=1.FC(F)(F)C(O)=O, predict the reaction product. (4) Given the reactants [CH2:1]([O:3][C:4]([C:6]1[CH:7]=[C:8]([CH:12]2[CH2:17][CH2:16][N:15](C(OC(C)(C)C)=O)[CH2:14][CH2:13]2)[CH:9]=[CH:10][CH:11]=1)=[O:5])[CH3:2].[ClH:25], predict the reaction product. The product is: [ClH:25].[NH:15]1[CH2:16][CH2:17][CH:12]([C:8]2[CH:7]=[C:6]([CH:11]=[CH:10][CH:9]=2)[C:4]([O:3][CH2:1][CH3:2])=[O:5])[CH2:13][CH2:14]1. (5) Given the reactants Br[C:2]1[C:10]2[C:9]([O:11][C@@H:12]([CH2:18][C:19]3[CH:24]=[CH:23][CH:22]=[CH:21][C:20]=3[O:25][CH:26]3[CH2:31][CH2:30][CH2:29][CH2:28][O:27]3)[C:13]([O:15][CH2:16][CH3:17])=[O:14])=[N:8][CH:7]=[N:6][C:5]=2[S:4][C:3]=1[C:32]1[CH:37]=[CH:36][C:35]([F:38])=[CH:34][CH:33]=1.[Cl:39][C:40]1[C:45]([CH3:46])=[C:44](B2OC(C)(C)C(C)(C)O2)[CH:43]=[CH:42][C:41]=1[OH:56].C([O-])([O-])=O.[Cs+].[Cs+], predict the reaction product. The product is: [Cl:39][C:40]1[C:45]([CH3:46])=[C:44]([C:2]2[C:10]3[C:9]([O:11][C@@H:12]([CH2:18][C:19]4[CH:24]=[CH:23][CH:22]=[CH:21][C:20]=4[O:25][CH:26]4[CH2:31][CH2:30][CH2:29][CH2:28][O:27]4)[C:13]([O:15][CH2:16][CH3:17])=[O:14])=[N:8][CH:7]=[N:6][C:5]=3[S:4][C:3]=2[C:32]2[CH:37]=[CH:36][C:35]([F:38])=[CH:34][CH:33]=2)[CH:43]=[CH:42][C:41]=1[OH:56]. (6) Given the reactants Cl.[Br:2][C:3]1[CH:4]=[C:5]([CH2:9][C:10]([OH:12])=[O:11])[CH:6]=[CH:7][CH:8]=1.[CH3:13][CH2:14]O, predict the reaction product. The product is: [CH2:13]([O:11][C:10](=[O:12])[CH2:9][C:5]1[CH:6]=[CH:7][CH:8]=[C:3]([Br:2])[CH:4]=1)[CH3:14]. (7) Given the reactants [CH2:1]([O:3][C:4]([C:6]1[CH:7]=[C:8]2[N:13]([C:14]=1[C:15]1[CH:16]=[N:17][C:18]([O:21][CH2:22][CH3:23])=[CH:19][CH:20]=1)[CH:12]=[CH:11][C:10]([CH2:24][N:25]=[N+:26]=[N-:27])=[CH:9]2)=[O:5])[CH3:2].[F:28][C:29]([F:37])([F:36])[C:30]([OH:35])([CH2:33][CH3:34])[C:31]#[CH:32], predict the reaction product. The product is: [CH2:1]([O:3][C:4]([C:6]1[CH:7]=[C:8]2[N:13]([C:14]=1[C:15]1[CH:16]=[N:17][C:18]([O:21][CH2:22][CH3:23])=[CH:19][CH:20]=1)[CH:12]=[CH:11][C:10]([CH2:24][N:25]1[CH:32]=[C:31]([C:30]([OH:35])([C:29]([F:37])([F:36])[F:28])[CH2:33][CH3:34])[N:27]=[N:26]1)=[CH:9]2)=[O:5])[CH3:2]. (8) Given the reactants [N:1]1[CH:6]=[CH:5][CH:4]=[C:3]([C:7]#[N:8])[C:2]=1[C:9]1[CH2:10][CH2:11][NH:12][CH2:13][CH:14]=1.ClCC(NC1C(C)=CC=CC=1C)=O.Cl[CH2:29][C:30]([NH:32][C:33]1[CH:38]=[CH:37][CH:36]=[C:35]([C:39]([F:42])([F:41])[F:40])[CH:34]=1)=[O:31], predict the reaction product. The product is: [C:7]([C:3]1[C:2]([C:9]2[CH2:10][CH2:11][N:12]([CH2:29][C:30]([NH:32][C:33]3[CH:38]=[CH:37][CH:36]=[C:35]([C:39]([F:40])([F:41])[F:42])[CH:34]=3)=[O:31])[CH2:13][CH:14]=2)=[N:1][CH:6]=[CH:5][CH:4]=1)#[N:8].